Dataset: Reaction yield outcomes from USPTO patents with 853,638 reactions. Task: Predict the reaction yield, written as a fraction of the theoretical maximum amount of product (1.0 means a 100% yield; for example, 0.34 means a 34% yield). (1) The reactants are [CH:1]1([C:5]2[CH:14]=[CH:13][C:8]([C:9]([O:11][CH3:12])=[O:10])=[CH:7][C:6]=2[N+:15]([O-])=O)[CH2:4][CH2:3][CH2:2]1. The yield is 0.730. The product is [NH2:15][C:6]1[CH:7]=[C:8]([CH:13]=[CH:14][C:5]=1[CH:1]1[CH2:4][CH2:3][CH2:2]1)[C:9]([O:11][CH3:12])=[O:10]. The catalyst is CO. (2) The reactants are [C:1]([O:8][CH3:9])(=[O:7])/[CH:2]=[CH:3]/[C:4]([OH:6])=[O:5].O[CH2:11][NH:12][C:13](=[O:16])[CH2:14]Cl.CN1[C:22](=[O:23])CCC1. No catalyst specified. The product is [C:4]([O:6][CH2:14][C:13](=[O:16])[N:12]([O:23][CH3:22])[CH3:11])(=[O:5])/[CH:3]=[CH:2]/[C:1]([O:8][CH3:9])=[O:7]. The yield is 0.610. (3) The reactants are [CH2:1]([N:4]1[C:10](=[O:11])[C:9]2[CH:12]=[CH:13][CH:14]=[CH:15][C:8]=2[O:7][C:6]2[CH:16]=[CH:17][CH:18]=[CH:19][C:5]1=2)[C:2]#[CH:3].I[C:21]1[CH:30]=[CH:29][C:24]([C:25]([O:27][CH3:28])=[O:26])=[CH:23][CH:22]=1.C(N(CC)CC)C.C(OCC)(=O)C. The catalyst is C(#N)C.[Cu](I)I.Cl[Pd](Cl)([P](C1C=CC=CC=1)(C1C=CC=CC=1)C1C=CC=CC=1)[P](C1C=CC=CC=1)(C1C=CC=CC=1)C1C=CC=CC=1. The product is [O:11]=[C:10]1[C:9]2[CH:12]=[CH:13][CH:14]=[CH:15][C:8]=2[O:7][C:6]2[CH:16]=[CH:17][CH:18]=[CH:19][C:5]=2[N:4]1[CH2:1][C:2]#[C:3][C:21]1[CH:30]=[CH:29][C:24]([C:25]([O:27][CH3:28])=[O:26])=[CH:23][CH:22]=1. The yield is 0.600. (4) The reactants are [F:1][C:2]1[C:7]2[N:8]=[C:9]([CH2:11][C:12]3[C:20]4[C:15](=[CH:16][CH:17]=[CH:18][CH:19]=4)[N:14]([CH2:21][C:22]([O:24]CC)=[O:23])[CH:13]=3)[S:10][C:6]=2[C:5]([F:27])=[CH:4][C:3]=1[F:28].[OH-].[Na+].Cl. The catalyst is COCCOC. The product is [F:1][C:2]1[C:7]2[N:8]=[C:9]([CH2:11][C:12]3[C:20]4[C:15](=[CH:16][CH:17]=[CH:18][CH:19]=4)[N:14]([CH2:21][C:22]([OH:24])=[O:23])[CH:13]=3)[S:10][C:6]=2[C:5]([F:27])=[CH:4][C:3]=1[F:28]. The yield is 0.980. (5) The product is [CH2:13]([C:17]1[N:18]=[C:19]([CH3:47])[N:20]([CH2:39][C:40]2[CH:45]=[CH:44][C:43]([F:46])=[CH:42][CH:41]=2)[C:21](=[O:38])[C:22]=1[CH2:23][C:24]1[CH:25]=[CH:26][C:27]([C:30]2[CH:35]=[CH:34][CH:33]=[CH:32][C:31]=2[C:36]2[NH:3][C:4](=[O:7])[O:5][N:37]=2)=[CH:28][CH:29]=1)[CH2:14][CH2:15][CH3:16]. The catalyst is C(OCC)(=O)C. The reactants are [Cl-].O[NH3+:3].[C:4](=[O:7])([O-])[OH:5].[Na+].CS(C)=O.[CH2:13]([C:17]1[N:18]=[C:19]([CH3:47])[N:20]([CH2:39][C:40]2[CH:45]=[CH:44][C:43]([F:46])=[CH:42][CH:41]=2)[C:21](=[O:38])[C:22]=1[CH2:23][C:24]1[CH:29]=[CH:28][C:27]([C:30]2[C:31]([C:36]#[N:37])=[CH:32][CH:33]=[CH:34][CH:35]=2)=[CH:26][CH:25]=1)[CH2:14][CH2:15][CH3:16]. The yield is 0.650.